This data is from Full USPTO retrosynthesis dataset with 1.9M reactions from patents (1976-2016). The task is: Predict the reactants needed to synthesize the given product. (1) The reactants are: [N+:1]([C:4]1[C:5]([NH:10][C:11]2[CH:16]=[CH:15][CH:14]=[CH:13][C:12]=2[CH3:17])=[N:6][CH:7]=[CH:8][CH:9]=1)([O-])=O. Given the product [C:12]1([CH3:17])[CH:13]=[CH:14][CH:15]=[CH:16][C:11]=1[NH:10][C:5]1[C:4]([NH2:1])=[CH:9][CH:8]=[CH:7][N:6]=1, predict the reactants needed to synthesize it. (2) Given the product [CH:40]1([N:41]([CH3:36])[C:14]([C:12]2[CH:11]=[CH:10][C:9]3[N:5]([CH2:4][CH:1]4[CH2:3][CH2:2]4)[C:6]([CH2:17][C:18]4[CH:19]=[CH:20][C:21]([O:24][CH2:25][CH3:26])=[CH:22][CH:23]=4)=[N:7][C:8]=3[CH:13]=2)=[O:16])[CH2:39][CH2:38][CH2:37][CH2:52][CH2:51]1, predict the reactants needed to synthesize it. The reactants are: [CH:1]1([CH2:4][N:5]2[C:9]3[CH:10]=[CH:11][C:12]([C:14]([OH:16])=O)=[CH:13][C:8]=3[N:7]=[C:6]2[CH2:17][C:18]2[CH:23]=[CH:22][C:21]([O:24][CH2:25][CH3:26])=[CH:20][CH:19]=2)[CH2:3][CH2:2]1.CN(C(ON1N=N[C:37]2[CH:38]=[CH:39][CH:40]=[N:41][C:36]1=2)=[N+](C)C)C.F[P-](F)(F)(F)(F)F.[CH3:51][CH2:52]N(C(C)C)C(C)C.C1(CN)CCCCC1.Cl. (3) Given the product [CH:33]1([N:24]2[C:23]3[N:22]=[C:21]([NH:20][C:17]4[CH:18]=[CH:19][C:14]([N:11]5[CH2:10][CH2:9][NH:8][CH2:13][CH2:12]5)=[CH:15][N:16]=4)[N:30]=[CH:29][C:28]=3[N:27]=[C:26]([CH3:31])[C:25]2=[O:32])[CH2:37][CH2:36][CH2:35][CH2:34]1, predict the reactants needed to synthesize it. The reactants are: C(OC([N:8]1[CH2:13][CH2:12][N:11]([C:14]2[CH:15]=[N:16][C:17]([NH:20][C:21]3[N:30]=[CH:29][C:28]4[N:27]=[C:26]([CH3:31])[C:25](=[O:32])[N:24]([CH:33]5[CH2:37][CH2:36][CH2:35][CH2:34]5)[C:23]=4[N:22]=3)=[CH:18][CH:19]=2)[CH2:10][CH2:9]1)=O)(C)(C)C.FC(F)(F)C(O)=O. (4) The reactants are: Cl.[Cl:2][C:3]1[C:12]2[C:7](=[CH:8][C:9]([O:30][CH3:31])=[C:10]([O:13][C@H:14]3[CH2:18][N:17](C(OC(C)(C)C)=O)[C@H:16]([C:26]([O:28][CH3:29])=[O:27])[CH2:15]3)[CH:11]=2)[N:6]=[CH:5][N:4]=1.[Cl:32][C:33]1[C:34]([F:40])=[C:35]([CH:37]=[CH:38][CH:39]=1)[NH2:36]. Given the product [ClH:2].[Cl:32][C:33]1[C:34]([F:40])=[C:35]([NH:36][C:3]2[C:12]3[C:7](=[CH:8][C:9]([O:30][CH3:31])=[C:10]([O:13][C@H:14]4[CH2:18][NH:17][C@H:16]([C:26]([O:28][CH3:29])=[O:27])[CH2:15]4)[CH:11]=3)[N:6]=[CH:5][N:4]=2)[CH:37]=[CH:38][CH:39]=1, predict the reactants needed to synthesize it. (5) Given the product [F:1][C:2]1[CH:3]=[C:4]([S:10]([NH:13][C:14]2[CH:15]=[CH:16][C:17]3[CH2:21][O:20][B:19]([OH:22])[C:18]=3[CH:23]=2)(=[O:12])=[O:11])[CH:5]=[CH:6][C:7]=1[OH:8], predict the reactants needed to synthesize it. The reactants are: [F:1][C:2]1[CH:3]=[C:4]([S:10]([NH:13][C:14]2[CH:15]=[CH:16][C:17]3[CH2:21][O:20][B:19]([OH:22])[C:18]=3[CH:23]=2)(=[O:12])=[O:11])[CH:5]=[CH:6][C:7]=1[O:8]C.B(Br)(Br)Br. (6) Given the product [NH2:17][C:20]1[CH:21]=[N:22][N:23]([CH2:8][CH2:9][N:10]2[CH2:15][CH2:14][CH2:13][CH:12]([OH:16])[CH2:11]2)[CH:24]=1, predict the reactants needed to synthesize it. The reactants are: NC1C=NN(C[CH2:8][CH2:9][N:10]2[CH2:15][CH2:14][CH2:13][CH:12]([OH:16])[CH2:11]2)C=1.[N+:17]([C:20]1[CH:21]=[N:22][N:23](CCCN2CCCC(O)C2)[CH:24]=1)([O-])=O. (7) Given the product [CH2:1]([N:8]1[C:17]2[C:12](=[CH:13][C:14]([C:18]([F:21])([F:19])[F:20])=[CH:15][CH:16]=2)[CH2:11][CH:10]([NH2:22])[CH2:9]1)[C:2]1[CH:3]=[CH:4][CH:5]=[CH:6][CH:7]=1, predict the reactants needed to synthesize it. The reactants are: [CH2:1]([N:8]1[C:17]2[C:12](=[CH:13][C:14]([C:18]([F:21])([F:20])[F:19])=[CH:15][CH:16]=2)[CH2:11][CH:10]([NH:22]C(=O)OCC2C=CC=CC=2)[CH2:9]1)[C:2]1[CH:7]=[CH:6][CH:5]=[CH:4][CH:3]=1.